Dataset: Forward reaction prediction with 1.9M reactions from USPTO patents (1976-2016). Task: Predict the product of the given reaction. (1) Given the reactants Br[C:2]1[CH:3]=[C:4]([CH:37]=[CH:38][CH:39]=1)[CH2:5][N:6]1[CH:11]([C:12]2[CH:17]=[CH:16][C:15]([C:18]#[N:19])=[CH:14][CH:13]=2)[C:10]([C:20]([O:22][CH2:23][CH3:24])=[O:21])=[C:9]([CH3:25])[N:8]([C:26]2[CH:31]=[CH:30][CH:29]=[C:28]([C:32]([F:35])([F:34])[F:33])[CH:27]=2)[C:7]1=[O:36].[C:40]([O:44][CH2:45][CH3:46])(=[O:43])[CH:41]=[CH2:42].C(N(CC)CC)C, predict the reaction product. The product is: [C:18]([C:15]1[CH:16]=[CH:17][C:12]([CH:11]2[C:10]([C:20]([O:22][CH2:23][CH3:24])=[O:21])=[C:9]([CH3:25])[N:8]([C:26]3[CH:31]=[CH:30][CH:29]=[C:28]([C:32]([F:33])([F:34])[F:35])[CH:27]=3)[C:7](=[O:36])[N:6]2[CH2:5][C:4]2[CH:37]=[CH:38][CH:39]=[C:2](/[CH:42]=[CH:41]/[C:40]([O:44][CH2:45][CH3:46])=[O:43])[CH:3]=2)=[CH:13][CH:14]=1)#[N:19]. (2) Given the reactants [Cl:1][C:2]1[C:3]([NH:9][S:10]([C:13]2[CH:22]=[CH:21][C:16]([C:17]([O:19][CH3:20])=[O:18])=[CH:15][CH:14]=2)(=[O:12])=[O:11])=[N:4][CH:5]=[C:6]([Cl:8])[CH:7]=1.Br[CH2:24][C:25]1[CH:30]=[CH:29][C:28]([O:31][C:32]([F:35])([F:34])[F:33])=[CH:27][CH:26]=1, predict the reaction product. The product is: [Cl:1][C:2]1[C:3]([N:9]([CH2:24][C:25]2[CH:30]=[CH:29][C:28]([O:31][C:32]([F:33])([F:34])[F:35])=[CH:27][CH:26]=2)[S:10]([C:13]2[CH:14]=[CH:15][C:16]([C:17]([O:19][CH3:20])=[O:18])=[CH:21][CH:22]=2)(=[O:12])=[O:11])=[N:4][CH:5]=[C:6]([Cl:8])[CH:7]=1. (3) Given the reactants [C:1]([O:5][C:6](=[O:31])[CH2:7][O:8][C:9]1[C:18]2[CH2:17][CH2:16][CH2:15][C@@H:14]([NH:19][S:20]([C:23]3[CH:28]=[CH:27][C:26]([F:29])=[C:25]([Cl:30])[CH:24]=3)(=[O:22])=[O:21])[C:13]=2[CH:12]=[CH:11][CH:10]=1)([CH3:4])([CH3:3])[CH3:2].CI.[C:34](=O)([O-])[O-].[K+].[K+], predict the reaction product. The product is: [C:1]([O:5][C:6](=[O:31])[CH2:7][O:8][C:9]1[C:18]2[CH2:17][CH2:16][CH2:15][C@@H:14]([N:19]([S:20]([C:23]3[CH:28]=[CH:27][C:26]([F:29])=[C:25]([Cl:30])[CH:24]=3)(=[O:21])=[O:22])[CH3:34])[C:13]=2[CH:12]=[CH:11][CH:10]=1)([CH3:4])([CH3:2])[CH3:3]. (4) Given the reactants [Cl:1][C:2]1[CH:3]=[C:4]([N:8]2[C:13](=[O:14])[C:12]([O:15][CH3:16])=[C:11](Br)[CH:10]=[N:9]2)[CH:5]=[CH:6][CH:7]=1.[CH3:18][S:19][C:20]1[CH:25]=[CH:24][C:23](B(O)O)=[CH:22][CH:21]=1.N, predict the reaction product. The product is: [Cl:1][C:2]1[CH:3]=[C:4]([N:8]2[C:13](=[O:14])[C:12]([O:15][CH3:16])=[C:11]([C:23]3[CH:24]=[CH:25][C:20]([S:19][CH3:18])=[CH:21][CH:22]=3)[CH:10]=[N:9]2)[CH:5]=[CH:6][CH:7]=1. (5) The product is: [CH3:16][O:17][C:18](=[O:30])[C:19]1[CH:24]=[C:23]([CH2:25][CH2:6][N:1]2[CH2:5][CH2:4][CH2:3][CH2:2]2)[CH:22]=[CH:21][C:20]=1[N+:27]([O-:29])=[O:28]. Given the reactants [N:1]1([CH2:6]N2C3C=CC=CC=3N=C2)[CH2:5][CH2:4][CH2:3][CH2:2]1.[CH3:16][O:17][C:18](=[O:30])[C:19]1[CH:24]=[C:23]([CH2:25]Br)[CH:22]=[CH:21][C:20]=1[N+:27]([O-:29])=[O:28], predict the reaction product. (6) Given the reactants [CH3:1][C:2]1[CH:24]=[N:23][C:5]2[N:6]([C:11]([O:13]C3C=CC([N+]([O-])=O)=CC=3)=O)[CH2:7][C:8](=[O:10])[NH:9][C:4]=2[CH:3]=1.Cl.[NH2:26][CH:27]([C:32]1[CH:37]=[CH:36][C:35]([O:38][C:39]([F:42])([F:41])[F:40])=[CH:34][CH:33]=1)[C:28]([CH3:31])([OH:30])[CH3:29].C(N(CC)CC)C.O, predict the reaction product. The product is: [OH:30][C:28]([CH3:31])([CH3:29])[CH:27]([NH:26][C:11]([N:6]1[CH2:7][C:8](=[O:10])[NH:9][C:4]2[CH:3]=[C:2]([CH3:1])[CH:24]=[N:23][C:5]1=2)=[O:13])[C:32]1[CH:33]=[CH:34][C:35]([O:38][C:39]([F:40])([F:41])[F:42])=[CH:36][CH:37]=1. (7) Given the reactants [CH2:1]([O:3][C:4]([C:6]1[C:10]([C:11]2[CH:16]=[CH:15][C:14]([F:17])=[CH:13][CH:12]=2)=[CH:9][NH:8][N:7]=1)=[O:5])[CH3:2].[H-].[Na+].[CH:20]([N:23]([CH2:27]C)[CH:24](C)C)(C)[CH3:21].ClCCN(C)C.Cl, predict the reaction product. The product is: [CH2:1]([O:3][C:4]([CH:6]1[C:10]([C:11]2[CH:12]=[CH:13][C:14]([F:17])=[CH:15][CH:16]=2)=[CH:9][NH:8][N:7]1[CH2:21][CH2:20][N:23]([CH3:27])[CH3:24])=[O:5])[CH3:2]. (8) Given the reactants [NH2:1][C@@H:2]1[CH2:6][CH2:5][N:4]([C:7]([NH:9][CH:10]2[CH:17]3[CH2:18][CH:13]4[CH2:14][CH:15]([CH2:19][CH:11]2[CH2:12]4)[CH2:16]3)=[O:8])[CH2:3]1.CCN(C(C)C)C(C)C.Cl[C:30]([O:32][CH3:33])=[O:31].Cl, predict the reaction product. The product is: [CH:17]12[CH2:16][CH:15]3[CH2:14][CH:13]([CH2:12][CH:11]([CH2:19]3)[CH:10]1[NH:9][C:7]([N:4]1[CH2:5][CH2:6][C@@H:2]([NH:1][C:30](=[O:31])[O:32][CH3:33])[CH2:3]1)=[O:8])[CH2:18]2.